From a dataset of Catalyst prediction with 721,799 reactions and 888 catalyst types from USPTO. Predict which catalyst facilitates the given reaction. (1) Reactant: [OH:1][C:2]1[N:3]=[C:4]([OH:12])[C:5]2[CH2:10]O[C:8](=[O:11])[C:6]=2[N:7]=1.Cl.[CH:14]([NH2:17])([CH3:16])[CH3:15]. Product: [OH:1][C:2]1[N:3]=[C:4]([OH:12])[C:5]2[CH2:10][N:17]([CH:14]([CH3:16])[CH3:15])[C:8](=[O:11])[C:6]=2[N:7]=1. The catalyst class is: 141. (2) Reactant: [C:1]([O:5][C:6](=[O:23])[NH:7][C:8]1[CH:13]=[CH:12][C:11](Br)=[C:10]([CH2:15][C:16](=[O:22])[N:17]([CH2:20][CH3:21])[CH2:18][CH3:19])[N:9]=1)([CH3:4])([CH3:3])[CH3:2].[C:24](=O)([O-])[O-].[K+].[K+].CB1OB(C)OB(C)O1. The catalyst class is: 755. Product: [C:1]([O:5][C:6](=[O:23])[NH:7][C:8]1[CH:13]=[CH:12][C:11]([CH3:24])=[C:10]([CH2:15][C:16](=[O:22])[N:17]([CH2:20][CH3:21])[CH2:18][CH3:19])[N:9]=1)([CH3:4])([CH3:3])[CH3:2].